Dataset: Forward reaction prediction with 1.9M reactions from USPTO patents (1976-2016). Task: Predict the product of the given reaction. (1) Given the reactants [NH2:1][C:2]1[NH:3][C:4](=O)[C:5]2[C:10]3[CH2:11][CH2:12][CH2:13][CH2:14][C:9]=3[S:8][C:6]=2[N:7]=1.O=P(Cl)(Cl)[Cl:18].C(Cl)(Cl)Cl.CCCCCC, predict the reaction product. The product is: [Cl:18][C:4]1[C:5]2[C:10]3[CH2:11][CH2:12][CH2:13][CH2:14][C:9]=3[S:8][C:6]=2[N:7]=[C:2]([NH2:1])[N:3]=1. (2) Given the reactants [Cl:1][C:2]1[CH:3]=[N:4][C:5]2[C:10]([CH:11]=1)=[CH:9][C:8]([CH2:12][C:13]1[CH:14]=[C:15]([CH:19]=[CH:20][N:21]=1)[C:16]([OH:18])=O)=[CH:7][CH:6]=2.[Cl:22][C:23]1[C:31]2C(=NC=C(NC)C=2)N[CH:24]=1.CN(C(ON1[N:50]=[N:49][C:44]2[CH:45]=[CH:46][CH:47]=[N:48][C:43]1=2)=[N+](C)C)C.F[P-](F)(F)(F)(F)F.CCN(CC)CC, predict the reaction product. The product is: [Cl:22][C:23]1[CH:24]=[C:45]2[C:46](=[CH:47][CH:31]=1)[NH:50][N:49]=[C:44]2[CH2:43][NH:48][C:16](=[O:18])[C:15]1[CH:19]=[CH:20][N:21]=[C:13]([CH2:12][C:8]2[CH:9]=[C:10]3[C:5](=[CH:6][CH:7]=2)[N:4]=[CH:3][C:2]([Cl:1])=[CH:11]3)[CH:14]=1. (3) Given the reactants I[C:2]1[CH:3]=[C:4]([OH:8])[CH:5]=[CH:6][CH:7]=1.[C:9]([O:13][CH2:14][CH3:15])(=[O:12])[C:10]#[CH:11], predict the reaction product. The product is: [OH:8][C:4]1[CH:3]=[C:2]([C:11]#[C:10][C:9]([O:13][CH2:14][CH3:15])=[O:12])[CH:7]=[CH:6][CH:5]=1. (4) Given the reactants [CH:1]([NH:4][C:5]1[C:10]2[C:11]([C:23]3[CH:28]=[C:27]([C:29]4[CH:30]=[N:31][N:32]([CH3:34])[CH:33]=4)[CH:26]=[CH:25][N:24]=3)=[N:12][N:13](CC3C=CC(OC)=CC=3)[C:9]=2[CH:8]=[CH:7][N:6]=1)([CH3:3])[CH3:2].ClC1C=CN=C(C2C3C(NC(C)C)=NC=CC=3N(CC3C=CC(OC)=CC=3)N=2)C=1.CN1C=C(B2OC(C)(C)C(C)(C)O2)C=N1.C([O-])([O-])=O.[Na+].[Na+], predict the reaction product. The product is: [CH:1]([NH:4][C:5]1[C:10]2[C:11]([C:23]3[CH:28]=[C:27]([C:29]4[CH:30]=[N:31][N:32]([CH3:34])[CH:33]=4)[CH:26]=[CH:25][N:24]=3)=[N:12][NH:13][C:9]=2[CH:8]=[CH:7][N:6]=1)([CH3:3])[CH3:2].